Dataset: Full USPTO retrosynthesis dataset with 1.9M reactions from patents (1976-2016). Task: Predict the reactants needed to synthesize the given product. (1) The reactants are: Cl.C([N:5]1[C:17]2[CH:16]=[C:15]3[C:10]([CH2:11][CH2:12][N:13]([C:19]4[CH:20]=[N:21][CH:22]=[CH:23][C:24]=4[CH3:25])[C:14]3=[O:18])=[CH:9][C:8]=2[CH:7]=[N:6]1)(=O)C.C(OCC)(=O)C. Given the product [CH3:25][C:24]1[CH:23]=[CH:22][N:21]=[CH:20][C:19]=1[N:13]1[CH2:12][CH2:11][C:10]2[C:15](=[CH:16][C:17]3[NH:5][N:6]=[CH:7][C:8]=3[CH:9]=2)[C:14]1=[O:18], predict the reactants needed to synthesize it. (2) Given the product [CH3:16][C@@H:13]([CH2:14][CH3:15])[C@H:5]([N:4]1[CH2:3][CH2:2][N:1]([CH2:20][C:19]2[C:18]([CH3:17])=[N:25][CH:24]=[CH:23][CH:22]=2)[C:34]1=[O:35])[C:6]([O:8][C:9]([CH3:10])([CH3:11])[CH3:12])=[O:7], predict the reactants needed to synthesize it. The reactants are: [NH2:1][CH2:2][CH2:3][NH:4][C@@H:5]([C@@H:13]([CH3:16])[CH2:14][CH3:15])[C:6]([O:8][C:9]([CH3:12])([CH3:11])[CH3:10])=[O:7].[CH3:17][C:18]1[N:25]=[CH:24][CH:23]=[CH:22][C:19]=1[CH:20]=O.[O-]S([O-])(=O)=O.[Mg+2].[BH4-].[Na+].[C:34](=O)(OC1C=CC([N+]([O-])=O)=CC=1)[O:35]C1C=CC([N+]([O-])=O)=CC=1.